From a dataset of Reaction yield outcomes from USPTO patents with 853,638 reactions. Predict the reaction yield, written as a fraction of the theoretical maximum amount of product (1.0 means a 100% yield; for example, 0.34 means a 34% yield). (1) The reactants are [NH2:1][CH:2]([C:20]1[CH:25]=[CH:24][CH:23]=[CH:22][CH:21]=1)[C:3]1[CH:19]=[CH:18][C:6]([O:7][CH2:8][C:9]2[O:13][C:12]([C:14]([O:16][CH3:17])=[O:15])=[CH:11][CH:10]=2)=[CH:5][CH:4]=1.Cl.[C:27](Cl)(=[O:37])[O:28][C@@H:29]1[CH:34]2[CH2:35][CH2:36][N:31]([CH2:32][CH2:33]2)[CH2:30]1. The catalyst is N1C=CC=CC=1. The product is [C:20]1([CH:2]([NH:1][C:27]([O:28][C@@H:29]2[CH:34]3[CH2:35][CH2:36][N:31]([CH2:32][CH2:33]3)[CH2:30]2)=[O:37])[C:3]2[CH:19]=[CH:18][C:6]([O:7][CH2:8][C:9]3[O:13][C:12]([C:14]([O:16][CH3:17])=[O:15])=[CH:11][CH:10]=3)=[CH:5][CH:4]=2)[CH:21]=[CH:22][CH:23]=[CH:24][CH:25]=1. The yield is 0.640. (2) The product is [C:14]([NH:1][C:2]1[CH:10]=[CH:9][CH:8]=[C:4]2[C:5]([O:13][C:11](=[O:12])[C:3]=12)=[O:7])(=[O:16])[CH3:15]. The reactants are [NH2:1][C:2]1[CH:10]=[CH:9][CH:8]=[C:4]([C:5]([OH:7])=O)[C:3]=1[C:11]([OH:13])=[O:12].[C:14](OC(=O)C)(=[O:16])[CH3:15]. No catalyst specified. The yield is 0.610. (3) The reactants are [Br:1][C:2]1[CH:3]=[C:4](B2OC(C)(C)C(C)(C)O2)[CH:5]=[C:6]([Br:10])[C:7]=1[O:8][CH3:9].[Cl:20][C:21]1[N:22]=[N:23][C:24](I)=[CH:25][CH:26]=1.C(=O)([O-])[O-].[Na+].[Na+]. The catalyst is O1CCOCC1.C1C=CC([P]([Pd]([P](C2C=CC=CC=2)(C2C=CC=CC=2)C2C=CC=CC=2)([P](C2C=CC=CC=2)(C2C=CC=CC=2)C2C=CC=CC=2)[P](C2C=CC=CC=2)(C2C=CC=CC=2)C2C=CC=CC=2)(C2C=CC=CC=2)C2C=CC=CC=2)=CC=1. The product is [Cl:20][C:21]1[N:22]=[N:23][C:24]([C:4]2[CH:5]=[C:6]([Br:10])[C:7]([O:8][CH3:9])=[C:2]([Br:1])[CH:3]=2)=[CH:25][CH:26]=1. The yield is 0.450. (4) The reactants are [Br:1][C:2]1[CH:3]=[C:4]([C:24]#[N:25])[C:5](F)=[C:6]([C:8]([CH:10]2[CH2:15][CH2:14][N:13]([C:16]([O:18][C:19]([CH3:22])([CH3:21])[CH3:20])=[O:17])[CH2:12][CH2:11]2)=O)[CH:7]=1.O.[NH2:27][NH2:28]. The catalyst is C(O)C. The product is [Br:1][C:2]1[CH:7]=[C:6]2[C:5](=[C:4]([C:24]#[N:25])[CH:3]=1)[NH:28][N:27]=[C:8]2[CH:10]1[CH2:15][CH2:14][N:13]([C:16]([O:18][C:19]([CH3:22])([CH3:21])[CH3:20])=[O:17])[CH2:12][CH2:11]1. The yield is 0.590. (5) The reactants are [CH3:1][O:2][C:3]1[CH:8]=[CH:7][C:6]([N:9]2[C:13]([C:14]3[CH:19]=[CH:18][C:17]([O:20][CH3:21])=[CH:16][CH:15]=3)=[N:12][C:11]([OH:22])=[N:10]2)=[CH:5][CH:4]=1.Br[CH2:24][C:25]#[C:26][CH3:27]. No catalyst specified. The product is [CH3:1][O:2][C:3]1[CH:4]=[CH:5][C:6]([N:9]2[C:13]([C:14]3[CH:19]=[CH:18][C:17]([O:20][CH3:21])=[CH:16][CH:15]=3)=[N:12][C:11]([O:22][CH2:24][C:25]#[C:26][CH3:27])=[N:10]2)=[CH:7][CH:8]=1. The yield is 0.408. (6) The reactants are [OH:1][C@H:2]1[C@H:7]([CH3:8])[CH2:6][CH2:5][C@@H:4]([NH:9][C:10]2[C:15]([C:16]#[N:17])=[CH:14][N:13]=[C:12]([S:18][CH3:19])[N:11]=2)[CH2:3]1.[OH-:20].[Na+].OO. The catalyst is CS(C)=O. The product is [OH:1][C@H:2]1[C@H:7]([CH3:8])[CH2:6][CH2:5][C@@H:4]([NH:9][C:10]2[C:15]([C:16]([NH2:17])=[O:20])=[CH:14][N:13]=[C:12]([S:18][CH3:19])[N:11]=2)[CH2:3]1. The yield is 0.729.